From a dataset of Forward reaction prediction with 1.9M reactions from USPTO patents (1976-2016). Predict the product of the given reaction. (1) Given the reactants [CH3:1][CH2:2][CH:3]([NH2:6])[CH2:4][CH3:5].C(N(CC)CC)C.[C:14](Cl)(=[O:18])[CH:15]([CH3:17])[CH3:16], predict the reaction product. The product is: [CH3:1][CH2:2][CH:3]([NH:6][C:14](=[O:18])[CH:15]([CH3:17])[CH3:16])[CH2:4][CH3:5]. (2) Given the reactants [I:1][C:2]1[CH:7]=[CH:6][C:5]([NH2:8])=[CH:4][CH:3]=1.N(OC(C)(C)C)=O.[N:16]([Si](C)(C)C)=[N+:17]=[N-], predict the reaction product. The product is: [N:8]([C:5]1[CH:6]=[CH:7][C:2]([I:1])=[CH:3][CH:4]=1)=[N+:16]=[N-:17]. (3) Given the reactants C([O:4][C@H:5]1[CH2:10][CH2:9][C@@:8]([C@H:12]2[CH2:20][CH2:19][C@@:18]3([CH3:21])[C@@H:14]([CH2:15][CH2:16][C:17]3=[CH2:22])[C@@H:13]2[C:23]([OH:25])=[O:24])([CH3:11])[C@H:7]([CH2:26][O:27]C(=O)C)[CH2:6]1)(=O)C.[OH-].[Na+], predict the reaction product. The product is: [OH:4][C@H:5]1[CH2:10][CH2:9][C@@:8]([C@H:12]2[CH2:20][CH2:19][C@@:18]3([CH3:21])[C@@H:14]([CH2:15][CH2:16][C:17]3=[CH2:22])[C@@H:13]2[C:23]([OH:25])=[O:24])([CH3:11])[C@H:7]([CH2:26][OH:27])[CH2:6]1.